Dataset: Peptide-MHC class I binding affinity with 185,985 pairs from IEDB/IMGT. Task: Regression. Given a peptide amino acid sequence and an MHC pseudo amino acid sequence, predict their binding affinity value. This is MHC class I binding data. The peptide sequence is RKAKIIRDY. The MHC is HLA-B40:01 with pseudo-sequence HLA-B40:01. The binding affinity (normalized) is 0.